Dataset: Forward reaction prediction with 1.9M reactions from USPTO patents (1976-2016). Task: Predict the product of the given reaction. (1) Given the reactants [NH2:1][C:2]1[C:3]([NH:19][C:20]([C:22]2[N:23]([CH3:31])[N:24]=[C:25]([C:27]([CH3:30])([CH3:29])[CH3:28])[CH:26]=2)=O)=[N:4][C:5]([C:9]2[CH:14]=[CH:13][CH:12]=[CH:11][C:10]=2[C:15]([F:18])([F:17])[F:16])=[N:6][C:7]=1[CH3:8].CC1(C)C2(CS(O)(=O)=O)C(CC1CC2)=[O:39].[OH2:47], predict the reaction product. The product is: [F:16][C:15]([F:18])([F:17])[C:10]([OH:39])=[O:47].[C:27]([C:25]1[CH:26]=[C:22]([C:20]2[NH:1][C:2]3[C:3](=[N:4][C:5]([C:9]4[CH:14]=[CH:13][CH:12]=[CH:11][C:10]=4[C:15]([F:18])([F:17])[F:16])=[N:6][C:7]=3[CH3:8])[N:19]=2)[N:23]([CH3:31])[N:24]=1)([CH3:30])([CH3:29])[CH3:28]. (2) Given the reactants [O:1]1[C:5]2[CH:6]=[CH:7][CH:8]=[CH:9][C:4]=2[N:3]=[C:2]1[C:10]1[C:11]([N:25]([C:33]([O:35][C:36]([CH3:39])([CH3:38])[CH3:37])=[O:34])[C:26](=[O:32])[O:27][C:28]([CH3:31])([CH3:30])[CH3:29])=[N:12][CH:13]=[C:14](B2OC(C)(C)C(C)(C)O2)[CH:15]=1.Br[C:41]1[C:42]([C:59]#[N:60])=[N:43][N:44]([CH:46]2[CH2:51][CH2:50][N:49]([C:52]([O:54][C:55]([CH3:58])([CH3:57])[CH3:56])=[O:53])[CH2:48][CH2:47]2)[CH:45]=1.C1(P(C2CCCCC2)C2C=CC=CC=2C2C(OC)=CC=CC=2OC)CCCCC1.P([O-])([O-])([O-])=O.[K+].[K+].[K+], predict the reaction product. The product is: [O:1]1[C:5]2[CH:6]=[CH:7][CH:8]=[CH:9][C:4]=2[N:3]=[C:2]1[C:10]1[CH:15]=[C:14]([C:41]2[C:42]([C:59]#[N:60])=[N:43][N:44]([CH:46]3[CH2:47][CH2:48][N:49]([C:52]([O:54][C:55]([CH3:56])([CH3:58])[CH3:57])=[O:53])[CH2:50][CH2:51]3)[CH:45]=2)[CH:13]=[N:12][C:11]=1[N:25]([C:26]([O:27][C:28]([CH3:30])([CH3:31])[CH3:29])=[O:32])[C:33]([O:35][C:36]([CH3:39])([CH3:37])[CH3:38])=[O:34]. (3) Given the reactants C[O-].[Na+].[C:4]([O:8][CH3:9])(=[O:7])[CH2:5][SH:6].Cl[C:11]([CH:15]([CH3:17])[CH3:16])=[CH:12][C:13]#[N:14], predict the reaction product. The product is: [NH2:14][C:13]1[CH:12]=[C:11]([CH:15]([CH3:17])[CH3:16])[S:6][C:5]=1[C:4]([O:8][CH3:9])=[O:7]. (4) The product is: [CH3:22][C:4]([N:23]1[CH2:27][CH2:26][C@H:25]([O:28][C:29]2[CH:34]=[CH:33][CH:32]=[CH:31][CH:30]=2)[CH2:24]1)([CH3:3])[CH2:5][CH2:6][C:7]([C:16]1[CH:17]=[CH:18][CH:19]=[CH:20][CH:21]=1)([C:10]1[CH:11]=[CH:12][CH:13]=[CH:14][CH:15]=1)[C:8]([NH2:9])=[O:1]. Given the reactants [OH-:1].[K+].[CH3:3][C:4]([N:23]1[CH2:27][CH2:26][C@H:25]([O:28][C:29]2[CH:34]=[CH:33][CH:32]=[CH:31][CH:30]=2)[CH2:24]1)([CH3:22])[CH2:5][CH2:6][C:7]([C:16]1[CH:21]=[CH:20][CH:19]=[CH:18][CH:17]=1)([C:10]1[CH:15]=[CH:14][CH:13]=[CH:12][CH:11]=1)[C:8]#[N:9], predict the reaction product. (5) Given the reactants [H-].[Na+].[CH2:3]([N:10]1[C@@H:15]2[C@@H:16]([C:18]([O:20][C:21]([CH3:24])([CH3:23])[CH3:22])=[O:19])[CH2:17][C@@:11]1([C:26]1[CH:31]=[CH:30][CH:29]=[CH:28][CH:27]=1)[C@H:12]([OH:25])[CH2:13][CH2:14]2)[C:4]1[CH:9]=[CH:8][CH:7]=[CH:6][CH:5]=1.[F:32][C:33]([F:47])([F:46])[C:34]1[CH:35]=[C:36]([CH:39]=[C:40]([C:42]([F:45])([F:44])[F:43])[CH:41]=1)[CH2:37]Br, predict the reaction product. The product is: [CH2:3]([N:10]1[C@@H:15]2[C@@H:16]([C:18]([O:20][C:21]([CH3:24])([CH3:23])[CH3:22])=[O:19])[CH2:17][C@@:11]1([C:26]1[CH:27]=[CH:28][CH:29]=[CH:30][CH:31]=1)[C@H:12]([O:25][CH2:37][C:36]1[CH:39]=[C:40]([C:42]([F:44])([F:45])[F:43])[CH:41]=[C:34]([C:33]([F:32])([F:46])[F:47])[CH:35]=1)[CH2:13][CH2:14]2)[C:4]1[CH:5]=[CH:6][CH:7]=[CH:8][CH:9]=1.